This data is from Catalyst prediction with 721,799 reactions and 888 catalyst types from USPTO. The task is: Predict which catalyst facilitates the given reaction. (1) Reactant: [Si]([O:8][C@@H:9]1[CH2:13][C:12](=[O:14])[N:11]([C:15]2[CH:22]=[CH:21][C:18]([C:19]#[N:20])=[C:17]([C:23]([F:26])([F:25])[F:24])[CH:16]=2)[C@H:10]1[CH2:27][CH3:28])(C(C)(C)C)(C)C.C(O)C.Cl.C(=O)([O-])O.[Na+]. Product: [CH2:27]([C@H:10]1[C@H:9]([OH:8])[CH2:13][C:12](=[O:14])[N:11]1[C:15]1[CH:22]=[CH:21][C:18]([C:19]#[N:20])=[C:17]([C:23]([F:26])([F:24])[F:25])[CH:16]=1)[CH3:28]. The catalyst class is: 7. (2) Reactant: [Cl:1][C:2]1[CH:3]=[CH:4][C:5]([S:8][C:9]2[N:13]([CH3:14])[CH:12]=[N:11][C:10]=2[C:15]2[CH:20]=[CH:19][C:18]([C@H:21]3[CH2:23][C@@H:22]3[C:24](OCC)=[O:25])=[CH:17][CH:16]=2)=[N:6][CH:7]=1.[H-].[H-].[H-].[H-].[Li+].[Al+3]. Product: [Cl:1][C:2]1[CH:3]=[CH:4][C:5]([S:8][C:9]2[N:13]([CH3:14])[CH:12]=[N:11][C:10]=2[C:15]2[CH:20]=[CH:19][C:18]([C@H:21]3[CH2:23][C@@H:22]3[CH2:24][OH:25])=[CH:17][CH:16]=2)=[N:6][CH:7]=1. The catalyst class is: 1. (3) The catalyst class is: 1. Product: [CH3:3][C:4]([CH3:9])([CH3:8])[CH2:5][CH2:6][C:16]([C:15]1[CH:18]=[CH:19][C:12]([C:10]#[N:11])=[CH:13][CH:14]=1)=[O:17]. Reactant: II.[CH3:3][C:4]([CH3:9])([CH3:8])[CH2:5][CH2:6]Br.[C:10]([C:12]1[CH:19]=[CH:18][C:15]([CH:16]=[O:17])=[CH:14][CH:13]=1)#[N:11]. (4) Reactant: [Br:1][C:2]1[CH:7]=[C:6]([C:8]2[N:13]=[N:12][C:11](SC)=[N:10][CH:9]=2)[CH:5]=[C:4]([Br:16])[C:3]=1[OH:17].[Br:18][C:19]1[CH:26]=[CH:25][C:22]([CH2:23][OH:24])=[CH:21][CH:20]=1.CC(C)([O-])C.[K+].P([O-])([O-])([O-])=O. Product: [Br:1][C:2]1[CH:7]=[C:6]([C:8]2[N:13]=[N:12][C:11]([O:24][CH2:23][C:22]3[CH:25]=[CH:26][C:19]([Br:18])=[CH:20][CH:21]=3)=[N:10][CH:9]=2)[CH:5]=[C:4]([Br:16])[C:3]=1[OH:17]. The catalyst class is: 595. (5) Product: [I:3][C:4]1[NH:5][C:6]([C@@H:10]2[CH2:14][C@H:13]([CH3:15])[CH2:12][N:11]2[C:16]([O:18][C:19]([CH3:20])([CH3:22])[CH3:21])=[O:17])=[N:7][CH:8]=1. The catalyst class is: 20. Reactant: [Li+].[Cl-].[I:3][C:4]1[N:5]=[C:6]([C@@H:10]2[CH2:14][C@H:13]([CH3:15])[CH2:12][N:11]2[C:16]([O:18][C:19]([CH3:22])([CH3:21])[CH3:20])=[O:17])[NH:7][C:8]=1I.C[Mg]Cl.C([Mg]Cl)(C)C.[NH4+].[Cl-].